This data is from Full USPTO retrosynthesis dataset with 1.9M reactions from patents (1976-2016). The task is: Predict the reactants needed to synthesize the given product. (1) Given the product [CH2:1]([O:3][C:4]([C:6]1[C:10]([C:11]2[CH:12]=[CH:13][C:14]([NH2:17])=[CH:15][CH:16]=2)=[C:9]([Cl:20])[S:8][C:7]=1[NH:21][C:22](=[O:26])[CH2:23][C:24]#[N:25])=[O:5])[CH3:2], predict the reactants needed to synthesize it. The reactants are: [CH2:1]([O:3][C:4]([C:6]1[C:10]([C:11]2[CH:16]=[CH:15][C:14]([N+:17]([O-])=O)=[CH:13][CH:12]=2)=[C:9]([Cl:20])[S:8][C:7]=1[NH:21][C:22](=[O:26])[CH2:23][C:24]#[N:25])=[O:5])[CH3:2].[NH4+].[Cl-]. (2) Given the product [O:1]=[C:2]1[CH2:3][CH2:4][N:5]([C:8]([O:10][C:11]([CH3:14])([CH3:13])[CH3:12])=[O:9])[CH2:6][CH:7]1[C:30]([C:32]1([C:35]([F:38])([F:37])[F:36])[CH2:34][CH2:33]1)=[O:31], predict the reactants needed to synthesize it. The reactants are: [O:1]=[C:2]1[CH2:7][CH2:6][N:5]([C:8]([O:10][C:11]([CH3:14])([CH3:13])[CH3:12])=[O:9])[CH2:4][CH2:3]1.[Li+].C[Si]([N-][Si](C)(C)C)(C)C.N1([C:30]([C:32]2([C:35]([F:38])([F:37])[F:36])[CH2:34][CH2:33]2)=[O:31])C=CN=C1. (3) Given the product [OH:40][C:37]([CH3:38])([CH3:39])[CH2:36][C:33]1[CH:34]=[CH:35][C:30]([C@@H:28]([N:3]2[CH2:2][CH2:7][C@:6]([CH2:14][CH2:15][CH2:16][O:17][CH2:18][C:19]3[CH:20]=[CH:21][C:22]([O:25][CH3:26])=[CH:23][CH:24]=3)([C:8]3[CH:13]=[CH:12][CH:11]=[CH:10][CH:9]=3)[O:5][C:4]2=[O:27])[CH3:29])=[CH:31][CH:32]=1, predict the reactants needed to synthesize it. The reactants are: C[C@@H:2]1[CH2:7][C:6]([CH2:14][CH2:15][CH2:16][O:17][CH2:18][C:19]2[CH:24]=[CH:23][C:22]([O:25][CH3:26])=[CH:21][CH:20]=2)([C:8]2[CH:13]=[CH:12][CH:11]=[CH:10][CH:9]=2)[O:5][C:4](=[O:27])[N:3]1[C@H:28]([C:30]1[CH:35]=[CH:34][C:33]([CH2:36][C:37]([OH:40])([CH3:39])[CH3:38])=[CH:32][CH:31]=1)[CH3:29].O=[N+]([O-])[O-].[O-][N+](=O)[O-].[O-][N+](=O)[O-].[O-][N+](=O)[O-].[O-][N+](=O)[O-].[O-][N+](=O)[O-].[Ce+4].[NH4+].[NH4+]. (4) Given the product [CH2:44]([C:24]1[N:25]([C:28]2[CH:43]=[CH:42][C:31]([O:32][C:33]3([CH2:37][OH:38])[CH2:34][CH2:35][CH2:36]3)=[CH:30][CH:29]=2)[C:26](=[O:27])[C:21]([CH2:20][C:17]2[CH:16]=[CH:15][C:14]([C:9]3[C:8]([C:6]#[N:7])=[CH:13][CH:12]=[CH:11][CH:10]=3)=[CH:19][CH:18]=2)=[C:22]([CH2:46][CH2:47][CH3:48])[N:23]=1)[CH3:45], predict the reactants needed to synthesize it. The reactants are: [BH4-].[Na+].[Cl-].[Ca+2].[Cl-].[C:6]([C:8]1[CH:13]=[CH:12][CH:11]=[CH:10][C:9]=1[C:14]1[CH:19]=[CH:18][C:17]([CH2:20][C:21]2[C:26](=[O:27])[N:25]([C:28]3[CH:43]=[CH:42][C:31]([O:32][C:33]4([C:37](OCC)=[O:38])[CH2:36][CH2:35][CH2:34]4)=[CH:30][CH:29]=3)[C:24]([CH2:44][CH3:45])=[N:23][C:22]=2[CH2:46][CH2:47][CH3:48])=[CH:16][CH:15]=1)#[N:7]. (5) Given the product [NH2:1][C:2]1[N:7]=[CH:6][N:5]=[C:4]2[N:8]([C@@H:23]3[CH2:27][N:26]([C:28]([O:30][C:31]([CH3:32])([CH3:33])[CH3:34])=[O:29])[C@H:25]([CH2:35][OH:36])[CH2:24]3)[N:9]=[C:10]([C:11]#[C:12][C:13]3[CH:14]=[C:15]([O:21][CH3:22])[CH:16]=[C:17]([O:19][CH3:20])[CH:18]=3)[C:3]=12, predict the reactants needed to synthesize it. The reactants are: [NH2:1][C:2]1[N:7]=[CH:6][N:5]=[C:4]2[N:8]([C@@H:23]3[CH2:27][N:26]([C:28]([O:30][C:31]([CH3:34])([CH3:33])[CH3:32])=[O:29])[C@H:25]([CH2:35][O:36][Si](C(C)(C)C)(C4C=CC=CC=4)C4C=CC=CC=4)[CH2:24]3)[N:9]=[C:10]([C:11]#[C:12][C:13]3[CH:18]=[C:17]([O:19][CH3:20])[CH:16]=[C:15]([O:21][CH3:22])[CH:14]=3)[C:3]=12.C([N+](CCCC)(CCCC)CCCC)CCC.